From a dataset of Forward reaction prediction with 1.9M reactions from USPTO patents (1976-2016). Predict the product of the given reaction. (1) Given the reactants [Cl:1][C:2]1[CH:3]=[C:4]2[C:8](=[CH:9][CH:10]=1)[NH:7][C:6]([C:11]([OH:13])=O)=[CH:5]2.C[O:15][C:16](=[O:39])[CH2:17][CH2:18][C:19]1[CH:24]=[CH:23][C:22]([O:25][C:26]2[CH:31]=[C:30]([CH2:32][NH2:33])[CH:29]=[CH:28][C:27]=2[C:34]([F:37])([F:36])[F:35])=[CH:21][C:20]=1[CH3:38], predict the reaction product. The product is: [Cl:1][C:2]1[CH:3]=[C:4]2[C:8](=[CH:9][CH:10]=1)[NH:7][C:6]([C:11]([NH:33][CH2:32][C:30]1[CH:29]=[CH:28][C:27]([C:34]([F:35])([F:36])[F:37])=[C:26]([CH:31]=1)[O:25][C:22]1[CH:23]=[CH:24][C:19]([CH2:18][CH2:17][C:16]([OH:39])=[O:15])=[C:20]([CH3:38])[CH:21]=1)=[O:13])=[CH:5]2. (2) The product is: [CH3:1][C:2]1[CH:3]=[C:4]([CH:14]=[CH:15][C:16]=1[CH:17]([NH:21][C:22]1[CH:23]=[N:24][C:25]([N:28]2[CH:32]=[C:31]([C:33]([F:35])([F:36])[F:34])[CH:30]=[N:29]2)=[CH:26][CH:27]=1)[CH2:18][CH2:19][CH3:20])[C:5]([NH:7][CH2:8][CH2:9][C:10]([OH:12])=[O:11])=[O:6]. Given the reactants [CH3:1][C:2]1[CH:3]=[C:4]([CH:14]=[CH:15][C:16]=1[CH:17]([NH:21][C:22]1[CH:23]=[N:24][C:25]([N:28]2[CH:32]=[C:31]([C:33]([F:36])([F:35])[F:34])[CH:30]=[N:29]2)=[CH:26][CH:27]=1)[CH2:18][CH2:19][CH3:20])[C:5]([NH:7][CH2:8][CH2:9][C:10]([O:12]C)=[O:11])=[O:6].C(=O)=O.C(O)C, predict the reaction product. (3) Given the reactants C(O)(C(F)(F)F)=O.[S:8]1[C:12]2[CH:13]=[CH:14][C:15]([N:17]([CH3:38])[C:18](=[O:37])[C@@H:19]([NH:29]C(=O)OC(C)(C)C)[CH2:20][C:21]3[CH:26]=[C:25]([F:27])[CH:24]=[C:23]([F:28])[CH:22]=3)=[CH:16][C:11]=2[N:10]=[CH:9]1.C(Cl)[Cl:40], predict the reaction product. The product is: [ClH:40].[NH2:29][C@@H:19]([CH2:20][C:21]1[CH:22]=[C:23]([F:28])[CH:24]=[C:25]([F:27])[CH:26]=1)[C:18]([N:17]([C:15]1[CH:14]=[CH:13][C:12]2[S:8][CH:9]=[N:10][C:11]=2[CH:16]=1)[CH3:38])=[O:37]. (4) Given the reactants N1CCC[C@H]1C(N[C@H](C(O)=O)C)=O.N[C@H](C([N:19]1[CH2:31][C@H:29]([OH:30])[CH2:28][C@H:20]1[C:21]([NH:23][CH2:24][C:25]([OH:27])=[O:26])=[O:22])=O)C.N1CCC[C@H]1C(N1C[C@H](O)C[C@H]1C(O)=O)=O.NCC(N1CCC[C@H]1C(N1C[C@H](O)C[C@H]1C(O)=O)=O)=O.N[C@H](C(N1C[C@H](O)C[C@H]1C(O)=O)=O)CCC(=O)O.N1C[C@H](O)C[C@H]1C(NCC(N1CCC[C@H]1C(O)=O)=O)=O, predict the reaction product. The product is: [NH:19]1[CH2:31][C@H:29]([OH:30])[CH2:28][C@H:20]1[C:21]([NH:23][CH2:24][C:25]([OH:27])=[O:26])=[O:22]. (5) The product is: [CH2:1]([O:3][C:4]([C:5]1[CH2:6][CH2:7][O:8][C:9]2[CH:14]=[CH:13][CH:12]=[CH:11][C:10]=2[CH:15]=1)=[O:17])[CH3:2]. Given the reactants [CH2:1]([O:3][C:4](=[O:17])[CH2:5][CH2:6][CH2:7][O:8][C:9]1[CH:14]=[CH:13][CH:12]=[CH:11][C:10]=1[CH:15]=O)[CH3:2].[O-]CC.[Na+].Cl, predict the reaction product.